From a dataset of Merck oncology drug combination screen with 23,052 pairs across 39 cell lines. Regression. Given two drug SMILES strings and cell line genomic features, predict the synergy score measuring deviation from expected non-interaction effect. Drug 1: NC(=O)c1cccc2cn(-c3ccc(C4CCCNC4)cc3)nc12. Drug 2: CNC(=O)c1cc(Oc2ccc(NC(=O)Nc3ccc(Cl)c(C(F)(F)F)c3)cc2)ccn1. Cell line: NCIH2122. Synergy scores: synergy=4.05.